Dataset: Reaction yield outcomes from USPTO patents with 853,638 reactions. Task: Predict the reaction yield, written as a fraction of the theoretical maximum amount of product (1.0 means a 100% yield; for example, 0.34 means a 34% yield). (1) The reactants are [Cl:1][C:2]1[CH:32]=[CH:31][CH:30]=[C:29]([Cl:33])[C:3]=1[C:4]([NH:6][C@H:7]([C:26]([OH:28])=[O:27])[CH2:8][C:9]1[CH:14]=[CH:13][C:12]([O:15][CH2:16][CH2:17][CH2:18][NH:19][C:20]2[CH:25]=[CH:24][CH:23]=[CH:22][N:21]=2)=[CH:11][CH:10]=1)=[O:5].C1CCC(N=C=NC2CCCCC2)CC1.[N:49]1([CH2:55][CH2:56]O)[CH2:54][CH2:53][O:52][CH2:51][CH2:50]1. The catalyst is C1COCC1.CN(C1C=CN=CC=1)C. The product is [Cl:1][C:2]1[CH:32]=[CH:31][CH:30]=[C:29]([Cl:33])[C:3]=1[C:4]([NH:6][C@H:7]([C:26]([O:28][CH2:56][CH2:55][N:49]1[CH2:54][CH2:53][O:52][CH2:51][CH2:50]1)=[O:27])[CH2:8][C:9]1[CH:14]=[CH:13][C:12]([O:15][CH2:16][CH2:17][CH2:18][NH:19][C:20]2[CH:25]=[CH:24][CH:23]=[CH:22][N:21]=2)=[CH:11][CH:10]=1)=[O:5]. The yield is 0.460. (2) The reactants are C(NC(C)C)(C)C.C([Li])CCC.[CH2:13]([N:15]([CH2:18][N:19]1[CH2:24][CH2:23][CH2:22][CH2:21][C:20]1=[O:25])[CH2:16][CH3:17])[CH3:14].C([N-]C(C)C)(C)C.[Li+].C[O:35][C:36](=O)[C:37]1[CH:42]=[C:41]([CH3:43])[CH:40]=[N:39][CH:38]=1. The catalyst is O1CCCC1. The product is [CH2:13]([N:15]([CH2:18][N:19]1[CH2:24][CH2:23][CH2:22][C:21](=[C:36]([OH:35])[C:37]2[CH:38]=[N:39][CH:40]=[C:41]([CH3:43])[CH:42]=2)[C:20]1=[O:25])[CH2:16][CH3:17])[CH3:14]. The yield is 0.130. (3) The reactants are Cl[C:2]1[C:3](=[O:18])[N:4]([CH:15]([CH3:17])[CH3:16])[S:5](=[O:14])(=[O:13])[C:6]=1[C:7]1[CH:12]=[CH:11][CH:10]=[CH:9][CH:8]=1.[Cl:19][C:20]1[C:21]([N:30]2[CH2:35][CH2:34][CH:33]([NH2:36])[CH2:32][CH2:31]2)=[N:22][CH:23]=[C:24]([C:26]([F:29])([F:28])[F:27])[CH:25]=1. The catalyst is CC#N. The product is [Cl:19][C:20]1[C:21]([N:30]2[CH2:31][CH2:32][CH:33]([NH:36][C:2]3[C:3](=[O:18])[N:4]([CH:15]([CH3:17])[CH3:16])[S:5](=[O:14])(=[O:13])[C:6]=3[C:7]3[CH:12]=[CH:11][CH:10]=[CH:9][CH:8]=3)[CH2:34][CH2:35]2)=[N:22][CH:23]=[C:24]([C:26]([F:28])([F:29])[F:27])[CH:25]=1. The yield is 0.930. (4) The reactants are C([O:8][CH2:9][C:10]1([C:22](=[O:32])[NH:23][CH2:24][C:25](=[O:31])[N:26]2[CH2:30][CH2:29][CH2:28][CH2:27]2)[CH2:14][CH2:13][CH2:12][N:11]1[C:15]([O:17][C:18]([CH3:21])([CH3:20])[CH3:19])=[O:16])C1C=CC=CC=1. The catalyst is [Pd].CO. The product is [OH:8][CH2:9][C:10]1([C:22](=[O:32])[NH:23][CH2:24][C:25](=[O:31])[N:26]2[CH2:27][CH2:28][CH2:29][CH2:30]2)[CH2:14][CH2:13][CH2:12][N:11]1[C:15]([O:17][C:18]([CH3:19])([CH3:21])[CH3:20])=[O:16]. The yield is 0.960. (5) The reactants are [CH3:1][C:2]1[C:7]([C:8]2[C:12]([CH2:13][O:14][C:15]3[CH:20]=[CH:19][C:18]([C:21]4[CH:22]=[C:23]5[C:28](=[CH:29][CH:30]=4)[N:27]=[C:26]([C:31]([O:33]C)=[O:32])[CH:25]=[CH:24]5)=[CH:17][CH:16]=3)=[C:11]([CH:35]([CH3:37])[CH3:36])[O:10][N:9]=2)=[C:6]([CH3:38])[CH:5]=[CH:4][N:3]=1.CO.[OH-].[Na+].Cl. The catalyst is C1COCC1. The product is [CH3:1][C:2]1[C:7]([C:8]2[C:12]([CH2:13][O:14][C:15]3[CH:20]=[CH:19][C:18]([C:21]4[CH:22]=[C:23]5[C:28](=[CH:29][CH:30]=4)[N:27]=[C:26]([C:31]([OH:33])=[O:32])[CH:25]=[CH:24]5)=[CH:17][CH:16]=3)=[C:11]([CH:35]([CH3:36])[CH3:37])[O:10][N:9]=2)=[C:6]([CH3:38])[CH:5]=[CH:4][N:3]=1. The yield is 0.860.